From a dataset of NCI-60 drug combinations with 297,098 pairs across 59 cell lines. Regression. Given two drug SMILES strings and cell line genomic features, predict the synergy score measuring deviation from expected non-interaction effect. (1) Drug 1: CC1=C2C(C(=O)C3(C(CC4C(C3C(C(C2(C)C)(CC1OC(=O)C(C(C5=CC=CC=C5)NC(=O)OC(C)(C)C)O)O)OC(=O)C6=CC=CC=C6)(CO4)OC(=O)C)O)C)O. Drug 2: CC(C)CN1C=NC2=C1C3=CC=CC=C3N=C2N. Cell line: HCC-2998. Synergy scores: CSS=25.5, Synergy_ZIP=-2.68, Synergy_Bliss=-2.46, Synergy_Loewe=-18.4, Synergy_HSA=-5.77. (2) Drug 1: C1=CN(C(=O)N=C1N)C2C(C(C(O2)CO)O)O.Cl. Drug 2: CN1C2=C(C=C(C=C2)N(CCCl)CCCl)N=C1CCCC(=O)O.Cl. Cell line: SR. Synergy scores: CSS=63.4, Synergy_ZIP=-2.76, Synergy_Bliss=-1.83, Synergy_Loewe=-44.0, Synergy_HSA=-0.828. (3) Drug 1: CCN(CC)CCNC(=O)C1=C(NC(=C1C)C=C2C3=C(C=CC(=C3)F)NC2=O)C. Cell line: RPMI-8226. Drug 2: C1CC(=O)NC(=O)C1N2C(=O)C3=CC=CC=C3C2=O. Synergy scores: CSS=21.5, Synergy_ZIP=4.37, Synergy_Bliss=3.00, Synergy_Loewe=20.5, Synergy_HSA=5.89. (4) Synergy scores: CSS=18.9, Synergy_ZIP=2.31, Synergy_Bliss=7.34, Synergy_Loewe=4.49, Synergy_HSA=5.27. Cell line: OVCAR3. Drug 1: C1=CC(=CC=C1CC(C(=O)O)N)N(CCCl)CCCl.Cl. Drug 2: CC1C(C(=O)NC(C(=O)N2CCCC2C(=O)N(CC(=O)N(C(C(=O)O1)C(C)C)C)C)C(C)C)NC(=O)C3=C4C(=C(C=C3)C)OC5=C(C(=O)C(=C(C5=N4)C(=O)NC6C(OC(=O)C(N(C(=O)CN(C(=O)C7CCCN7C(=O)C(NC6=O)C(C)C)C)C)C(C)C)C)N)C.